Dataset: Reaction yield outcomes from USPTO patents with 853,638 reactions. Task: Predict the reaction yield, written as a fraction of the theoretical maximum amount of product (1.0 means a 100% yield; for example, 0.34 means a 34% yield). (1) The reactants are [NH2:1][C:2]1[S:3][C:4]2[C:10]([N:11]3[CH2:16][CH2:15][O:14][CH2:13][CH2:12]3)=[CH:9][CH:8]=[C:7]([O:17][CH3:18])[C:5]=2[N:6]=1.[C:19](Cl)(Cl)=[O:20].[NH:23]1[CH2:28][CH2:27][O:26][CH2:25][CH2:24]1. No catalyst specified. The product is [CH3:18][O:17][C:7]1[C:5]2[N:6]=[C:2]([NH:1][C:19]([N:23]3[CH2:28][CH2:27][O:26][CH2:25][CH2:24]3)=[O:20])[S:3][C:4]=2[C:10]([N:11]2[CH2:16][CH2:15][O:14][CH2:13][CH2:12]2)=[CH:9][CH:8]=1. The yield is 0.250. (2) The reactants are [NH2:1][C:2]1[CH:3]=[CH:4][C:5]([O:11][C:12]([CH:14]2[CH2:19][CH2:18][CH2:17][CH2:16][CH2:15]2)=[O:13])=[C:6]([CH:10]=1)[C:7]([OH:9])=[O:8].[F:20][C:21]1[C:28]([F:29])=[C:27]([C:30]([F:33])([F:32])[F:31])[C:26]([F:34])=[C:25]([F:35])[C:22]=1[CH2:23]Br. The catalyst is [I-].C([N+](CCCC)(CCCC)CCCC)CCC.CN(C=O)C. The product is [CH:14]1([C:12]([O:11][C:5]2[CH:4]=[CH:3][C:2]([NH:1][CH2:23][C:22]3[C:25]([F:35])=[C:26]([F:34])[C:27]([C:30]([F:31])([F:33])[F:32])=[C:28]([F:29])[C:21]=3[F:20])=[CH:10][C:6]=2[C:7]([OH:9])=[O:8])=[O:13])[CH2:19][CH2:18][CH2:17][CH2:16][CH2:15]1. The yield is 0.490. (3) The reactants are N([C:10]([CH3:16])(C)[C:11]([O:13][CH3:14])=O)=N[C:10](C)([CH3:16])[C:11]([O:13][CH3:14])=O.[OH2:17].CO.C[C:21](=[O:24])[CH2:22]C. The catalyst is CCCCCC. The product is [C:21]([O:24][CH:10]([CH3:16])[CH2:11][O:13][CH3:14])(=[O:17])[CH3:22]. The yield is 0.600. (4) The reactants are Cl.[NH:2]1[CH2:5][CH:4]([O:6][C:7]2[CH:12]=[CH:11][C:10]([Br:13])=[CH:9][N:8]=2)[CH2:3]1.Cl[C:15]([O:17][C:18]1[CH:23]=[CH:22][C:21]([N+:24]([O-:26])=[O:25])=[CH:20][CH:19]=1)=[O:16]. No catalyst specified. The product is [N+:24]([C:21]1[CH:20]=[CH:19][C:18]([O:17][C:15]([N:2]2[CH2:3][CH:4]([O:6][C:7]3[CH:12]=[CH:11][C:10]([Br:13])=[CH:9][N:8]=3)[CH2:5]2)=[O:16])=[CH:23][CH:22]=1)([O-:26])=[O:25]. The yield is 0.370. (5) The reactants are Br[C:2]1[CH:10]=[CH:9][C:5]([N:6]([CH3:8])[CH3:7])=[CH:4][CH:3]=1.Cl[SiH:12]([CH3:14])[CH3:13]. No catalyst specified. The product is [CH3:7][N:6]([C:5]1[CH:9]=[CH:10][C:2]([SiH:12]([CH3:14])[CH3:13])=[CH:3][CH:4]=1)[CH3:8]. The yield is 0.700. (6) The catalyst is C(O)C.O.[Fe]. The product is [CH3:1][O:2][C:3]1[CH:8]=[C:7]([C:9]2[CH2:10][CH2:11][N:12]([CH3:15])[CH2:13][CH:14]=2)[C:6]([NH2:16])=[CH:5][C:4]=1[NH:19][C:20]1[N:25]=[C:24]([C:26]2[CH:27]=[N:28][N:29]3[CH:34]=[CH:33][CH:32]=[CH:31][C:30]=23)[C:23]([CH3:35])=[CH:22][N:21]=1. The reactants are [CH3:1][O:2][C:3]1[CH:8]=[C:7]([C:9]2[CH2:10][CH2:11][N:12]([CH3:15])[CH2:13][CH:14]=2)[C:6]([N+:16]([O-])=O)=[CH:5][C:4]=1[NH:19][C:20]1[N:25]=[C:24]([C:26]2[CH:27]=[N:28][N:29]3[CH:34]=[CH:33][CH:32]=[CH:31][C:30]=23)[C:23]([CH3:35])=[CH:22][N:21]=1.[NH4+].[Cl-]. The yield is 0.570. (7) The reactants are [Br:1][C:2]1[N:7]=[CH:6][C:5]([N:8]2[C:12](=[O:13])[CH2:11][C:10]([CH3:15])([CH3:14])[NH:9]2)=[CH:4][CH:3]=1.[CH:16](O)=O.C=O.[OH-].[Na+]. The catalyst is O. The product is [Br:1][C:2]1[N:7]=[CH:6][C:5]([N:8]2[C:12](=[O:13])[CH2:11][C:10]([CH3:15])([CH3:14])[N:9]2[CH3:16])=[CH:4][CH:3]=1. The yield is 0.450. (8) The reactants are [CH:1]1([C:4]([NH:6][C:7]2[CH:8]=[CH:9][CH:10]=[C:11]3[C:15]=2[C:14](=[O:16])[N:13]([CH:17]([C:22]2[CH:27]=[CH:26][C:25]([O:28][CH:29]([F:31])[F:30])=[C:24]([O:32][CH2:33][CH3:34])[CH:23]=2)[CH2:18][C:19](O)=[O:20])[CH2:12]3)=[O:5])[CH2:3][CH2:2]1.C1N=CN(C(N2C=NC=C2)=O)C=1.Cl.[NH2:48][OH:49]. The catalyst is C1COCC1. The product is [F:30][CH:29]([F:31])[O:28][C:25]1[CH:26]=[CH:27][C:22]([CH:17]([N:13]2[C:14](=[O:16])[C:15]3[C:11](=[CH:10][CH:9]=[CH:8][C:7]=3[NH:6][C:4]([CH:1]3[CH2:3][CH2:2]3)=[O:5])[CH2:12]2)[CH2:18][C:19](=[O:20])[NH:48][OH:49])=[CH:23][C:24]=1[O:32][CH2:33][CH3:34]. The yield is 0.800.